Predict the reactants needed to synthesize the given product. From a dataset of Full USPTO retrosynthesis dataset with 1.9M reactions from patents (1976-2016). (1) Given the product [CH3:30][O:29][C:23]1[CH:22]=[C:21]([C:18]2[CH:19]=[C:20]3[C:12]([C:11]#[C:10][C:6]4[CH:5]=[C:4]([CH:9]=[CH:8][CH:7]=4)[C:3]([OH:31])=[O:2])=[CH:13][NH:14][C:15]3=[N:16][CH:17]=2)[CH:26]=[CH:25][C:24]=1[O:27][CH3:28], predict the reactants needed to synthesize it. The reactants are: C[O:2][C:3](=[O:31])[C:4]1[CH:9]=[CH:8][CH:7]=[C:6]([C:10]#[C:11][C:12]2[C:20]3[C:15](=[N:16][CH:17]=[C:18]([C:21]4[CH:26]=[CH:25][C:24]([O:27][CH3:28])=[C:23]([O:29][CH3:30])[CH:22]=4)[CH:19]=3)[NH:14][CH:13]=2)[CH:5]=1.CO. (2) Given the product [Cl:49][C:46]1[CH:47]=[CH:48][C:43]([C:42]#[C:41][N:9]2[C:10]3[C:15](=[CH:14][C:13]([CH3:16])=[CH:12][CH:11]=3)[C:7]3[CH2:6][CH2:5][N:4]([CH3:17])[CH:3]([CH2:1][CH3:2])[C:8]2=3)=[CH:44][CH:45]=1, predict the reactants needed to synthesize it. The reactants are: [CH2:1]([CH:3]1[C:8]2[NH:9][C:10]3[C:15]([C:7]=2[CH2:6][CH2:5][N:4]1[CH3:17])=[CH:14][C:13]([CH3:16])=[CH:12][CH:11]=3)[CH3:2].N1C2C(=CC=C3C=2N=CC=C3)C=CC=1.[O-]P([O-])([O-])=O.[K+].[K+].[K+].Br[C:41]#[C:42][C:43]1[CH:48]=[CH:47][C:46]([Cl:49])=[CH:45][CH:44]=1. (3) The reactants are: N1C=CN=C1.[C:6]([Si:10]([CH3:13])([CH3:12])Cl)([CH3:9])([CH3:8])[CH3:7].[OH:14][C:15]1[CH:20]=[CH:19][C:18]([C:21]2[N:25]([CH:26]3[CH2:31][CH2:30][CH2:29][CH2:28][CH2:27]3)[C:24]3[CH:32]=[CH:33][C:34]([C:36]#[N:37])=[CH:35][C:23]=3[N:22]=2)=[CH:17][CH:16]=1. Given the product [Si:10]([O:14][C:15]1[CH:20]=[CH:19][C:18]([C:21]2[N:25]([CH:26]3[CH2:27][CH2:28][CH2:29][CH2:30][CH2:31]3)[C:24]3[CH:32]=[CH:33][C:34]([C:36]#[N:37])=[CH:35][C:23]=3[N:22]=2)=[CH:17][CH:16]=1)([C:6]([CH3:9])([CH3:8])[CH3:7])([CH3:13])[CH3:12], predict the reactants needed to synthesize it. (4) Given the product [Si:14]([O:21][CH2:22][CH2:23][CH2:24][CH2:25]/[C:26](/[C:33]([O:35][CH3:36])=[O:34])=[C:27](/[C:28]([O:30][CH3:31])=[O:29])\[CH2:4][C:3]([O:2][CH3:1])=[O:11])([C:17]([CH3:20])([CH3:19])[CH3:18])([CH3:16])[CH3:15].[Si:14]([O:21][CH2:22][CH2:23][CH2:24][CH2:25]/[C:26](/[C:33]([O:35][CH3:36])=[O:34])=[C:27](\[C:28]([O:30][CH3:31])=[O:29])/[CH2:4][C:3]([O:2][CH3:1])=[O:11])([C:17]([CH3:20])([CH3:19])[CH3:18])([CH3:16])[CH3:15], predict the reactants needed to synthesize it. The reactants are: [CH3:1][O:2][C:3](=[O:11])[CH2:4]P(OC)(OC)=O.[H-].[Na+].[Si:14]([O:21][CH2:22][CH2:23][CH2:24][CH2:25][CH:26]([C:33]([O:35][CH3:36])=[O:34])[C:27](=O)[C:28]([O:30][CH3:31])=[O:29])([C:17]([CH3:20])([CH3:19])[CH3:18])([CH3:16])[CH3:15]. (5) Given the product [NH:1]1[C:5]2[CH:6]=[CH:7][CH:8]=[CH:9][C:4]=2[N:3]=[C:2]1[CH:10]([NH:20][C:30]([NH:29][CH2:28][CH2:27][C:22]1[CH:23]=[CH:24][CH:25]=[CH:26][N:21]=1)=[O:31])[CH2:11][C:12]1[CH:17]=[CH:16][C:15]([O:18][CH3:19])=[CH:14][CH:13]=1, predict the reactants needed to synthesize it. The reactants are: [NH:1]1[C:5]2[CH:6]=[CH:7][CH:8]=[CH:9][C:4]=2[N:3]=[C:2]1[CH:10]([NH2:20])[CH2:11][C:12]1[CH:17]=[CH:16][C:15]([O:18][CH3:19])=[CH:14][CH:13]=1.[N:21]1[CH:26]=[CH:25][CH:24]=[CH:23][C:22]=1[CH2:27][CH2:28][NH2:29].[C:30](O)(C(F)(F)F)=[O:31]. (6) Given the product [CH2:23]([C:19]1[CH:20]=[C:21]([CH3:22])[C:16]([N:13]2[CH2:14][CH2:15][N:10]([C:8]([C:5]3[CH:4]=[CH:3][C:2]([N:28]4[CH2:29][C:30](=[O:31])[N:26]([CH3:25])[C:27]4=[O:32])=[N:7][CH:6]=3)=[O:9])[CH2:11][CH2:12]2)=[N:17][CH:18]=1)[CH3:24], predict the reactants needed to synthesize it. The reactants are: Br[C:2]1[N:7]=[CH:6][C:5]([C:8]([N:10]2[CH2:15][CH2:14][N:13]([C:16]3[C:21]([CH3:22])=[CH:20][C:19]([CH2:23][CH3:24])=[CH:18][N:17]=3)[CH2:12][CH2:11]2)=[O:9])=[CH:4][CH:3]=1.[CH3:25][N:26]1[C:30](=[O:31])[CH2:29][NH:28][C:27]1=[O:32]. (7) Given the product [CH3:1][O:2][C:3]1[N:7]([CH2:8][C:9]2[CH:10]=[CH:11][C:12]([C:15]3[CH:20]=[CH:19][CH:18]=[CH:17][C:16]=3[C:21]3[NH:25][N:24]=[N:23][N:22]=3)=[CH:13][CH:14]=2)[C:6]2[C:26]([C:30]([OH:32])=[O:31])=[CH:27][CH:28]=[CH:29][C:5]=2[N:4]=1, predict the reactants needed to synthesize it. The reactants are: [CH3:1][O:2][C:3]1[N:7]([CH2:8][C:9]2[CH:14]=[CH:13][C:12]([C:15]3[CH:20]=[CH:19][CH:18]=[CH:17][C:16]=3[C:21]3[NH:25][N:24]=[N:23][N:22]=3)=[CH:11][CH:10]=2)[C:6]2[C:26]([C:30]([O:32]C)=[O:31])=[CH:27][CH:28]=[CH:29][C:5]=2[N:4]=1.[OH-].[Na+]. (8) Given the product [F:12][C:13]1[CH:18]=[CH:17][C:16]([C:19]2[C:27]3[C:22](=[CH:23][CH:24]=[C:25]([NH:28][C:29]([C:31]4([C:58](=[N:4][O:2][CH3:3])[CH3:59])[CH2:35][CH2:34][N:33]([CH2:36][C:37]([N:39]5[CH2:44][CH2:43][N:42]([C:45]6[CH:50]=[CH:49][C:48]([C:51]7[N:52]=[CH:53][CH:54]=[CH:55][N:56]=7)=[CH:47][N:46]=6)[CH2:41][CH:40]5[CH3:57])=[O:38])[CH2:32]4)=[O:30])[CH:26]=3)[NH:21][N:20]=2)=[CH:15][CH:14]=1, predict the reactants needed to synthesize it. The reactants are: Cl.[O:2]([NH2:4])[CH3:3].C(N(CC)CC)C.[F:12][C:13]1[CH:18]=[CH:17][C:16]([C:19]2[C:27]3[C:22](=[CH:23][CH:24]=[C:25]([NH:28][C:29]([C:31]4([C:58](=O)[CH3:59])[CH2:35][CH2:34][N:33]([CH2:36][C:37]([N:39]5[CH2:44][CH2:43][N:42]([C:45]6[CH:50]=[CH:49][C:48]([C:51]7[N:56]=[CH:55][CH:54]=[CH:53][N:52]=7)=[CH:47][N:46]=6)[CH2:41][CH:40]5[CH3:57])=[O:38])[CH2:32]4)=[O:30])[CH:26]=3)[NH:21][N:20]=2)=[CH:15][CH:14]=1. (9) The reactants are: [C:1]([C:5]1[CH:9]=[C:8]([NH:10][C:11]([NH:13][C:14]2[CH:19]=[CH:18][CH:17]=[C:16]([O:20][C:21]3[CH:22]=[N:23][CH:24]=[CH:25][CH:26]=3)[CH:15]=2)=[O:12])[N:7]([C:27]2[CH:28]=[C:29]3[C:34](=[CH:35][CH:36]=2)[CH2:33][NH:32][CH:31]([C:37](OC)=[O:38])[CH2:30]3)[N:6]=1)([CH3:4])([CH3:3])[CH3:2].[NH2:41][CH2:42][CH:43]([OH:46])[CH2:44][OH:45]. Given the product [OH:46][CH:43]([CH2:44][OH:45])[CH2:42][NH:41][C:37]([CH:31]1[CH2:30][C:29]2[C:34](=[CH:35][CH:36]=[C:27]([N:7]3[C:8]([NH:10][C:11]([NH:13][C:14]4[CH:19]=[CH:18][CH:17]=[C:16]([O:20][C:21]5[CH:22]=[N:23][CH:24]=[CH:25][CH:26]=5)[CH:15]=4)=[O:12])=[CH:9][C:5]([C:1]([CH3:4])([CH3:3])[CH3:2])=[N:6]3)[CH:28]=2)[CH2:33][NH:32]1)=[O:38], predict the reactants needed to synthesize it.